This data is from NCI-60 drug combinations with 297,098 pairs across 59 cell lines. The task is: Regression. Given two drug SMILES strings and cell line genomic features, predict the synergy score measuring deviation from expected non-interaction effect. (1) Cell line: SNB-75. Drug 1: C1=NC2=C(N1)C(=S)N=C(N2)N. Drug 2: CC1=C(C(CCC1)(C)C)C=CC(=CC=CC(=CC(=O)O)C)C. Synergy scores: CSS=11.3, Synergy_ZIP=-6.29, Synergy_Bliss=-1.63, Synergy_Loewe=-1.38, Synergy_HSA=-0.957. (2) Drug 1: CCC1(CC2CC(C3=C(CCN(C2)C1)C4=CC=CC=C4N3)(C5=C(C=C6C(=C5)C78CCN9C7C(C=CC9)(C(C(C8N6C)(C(=O)OC)O)OC(=O)C)CC)OC)C(=O)OC)O.OS(=O)(=O)O. Drug 2: CCCCCOC(=O)NC1=NC(=O)N(C=C1F)C2C(C(C(O2)C)O)O. Cell line: IGROV1. Synergy scores: CSS=0.577, Synergy_ZIP=-0.260, Synergy_Bliss=-0.979, Synergy_Loewe=-1.47, Synergy_HSA=-1.97. (3) Drug 1: CC1=CC2C(CCC3(C2CCC3(C(=O)C)OC(=O)C)C)C4(C1=CC(=O)CC4)C. Drug 2: C1=C(C(=O)NC(=O)N1)F. Cell line: SK-MEL-5. Synergy scores: CSS=36.6, Synergy_ZIP=2.23, Synergy_Bliss=-11.3, Synergy_Loewe=-24.0, Synergy_HSA=-17.5. (4) Cell line: NCI/ADR-RES. Synergy scores: CSS=41.5, Synergy_ZIP=-1.59, Synergy_Bliss=-3.26, Synergy_Loewe=-27.1, Synergy_HSA=-2.14. Drug 1: C1CN1C2=NC(=NC(=N2)N3CC3)N4CC4. Drug 2: C(=O)(N)NO. (5) Drug 1: CC1=C2C(C(=O)C3(C(CC4C(C3C(C(C2(C)C)(CC1OC(=O)C(C(C5=CC=CC=C5)NC(=O)OC(C)(C)C)O)O)OC(=O)C6=CC=CC=C6)(CO4)OC(=O)C)O)C)O. Drug 2: C1C(C(OC1N2C=NC3=C2NC=NCC3O)CO)O. Cell line: MDA-MB-435. Synergy scores: CSS=9.45, Synergy_ZIP=-2.46, Synergy_Bliss=-2.89, Synergy_Loewe=3.17, Synergy_HSA=-1.99. (6) Drug 1: CCN(CC)CCCC(C)NC1=C2C=C(C=CC2=NC3=C1C=CC(=C3)Cl)OC. Drug 2: C1C(C(OC1N2C=NC(=NC2=O)N)CO)O. Cell line: UACC62. Synergy scores: CSS=3.39, Synergy_ZIP=-1.93, Synergy_Bliss=-0.729, Synergy_Loewe=-3.78, Synergy_HSA=-3.72. (7) Drug 1: CN(C)N=NC1=C(NC=N1)C(=O)N. Drug 2: CC1=C(C=C(C=C1)C(=O)NC2=CC(=CC(=C2)C(F)(F)F)N3C=C(N=C3)C)NC4=NC=CC(=N4)C5=CN=CC=C5. Cell line: OVCAR-8. Synergy scores: CSS=0.402, Synergy_ZIP=1.48, Synergy_Bliss=4.43, Synergy_Loewe=-2.00, Synergy_HSA=-0.0766. (8) Drug 1: CC1=C(N=C(N=C1N)C(CC(=O)N)NCC(C(=O)N)N)C(=O)NC(C(C2=CN=CN2)OC3C(C(C(C(O3)CO)O)O)OC4C(C(C(C(O4)CO)O)OC(=O)N)O)C(=O)NC(C)C(C(C)C(=O)NC(C(C)O)C(=O)NCCC5=NC(=CS5)C6=NC(=CS6)C(=O)NCCC[S+](C)C)O. Drug 2: CC1=C(C(=O)C2=C(C1=O)N3CC4C(C3(C2COC(=O)N)OC)N4)N. Cell line: MCF7. Synergy scores: CSS=21.4, Synergy_ZIP=-7.83, Synergy_Bliss=-3.08, Synergy_Loewe=-3.64, Synergy_HSA=3.58. (9) Drug 1: CN(C)N=NC1=C(NC=N1)C(=O)N. Drug 2: CC1=C(C=C(C=C1)C(=O)NC2=CC(=CC(=C2)C(F)(F)F)N3C=C(N=C3)C)NC4=NC=CC(=N4)C5=CN=CC=C5. Cell line: MDA-MB-231. Synergy scores: CSS=6.33, Synergy_ZIP=-1.10, Synergy_Bliss=1.80, Synergy_Loewe=-8.84, Synergy_HSA=-1.15.